Dataset: Full USPTO retrosynthesis dataset with 1.9M reactions from patents (1976-2016). Task: Predict the reactants needed to synthesize the given product. (1) Given the product [CH:43]1([NH:39][C:34](=[O:35])[CH2:33][CH:30]2[S:29][C:28]([C:16]3[NH:17][C:18]4[C:14]([CH:15]=3)=[CH:13][C:12]([O:11][C:8]3[CH:9]=[N:10][C:5]([S:2]([CH3:1])(=[O:3])=[O:4])=[CH:6][CH:7]=3)=[CH:20][C:19]=4[O:21][CH:22]3[CH2:27][CH2:26][O:25][CH2:24][CH2:23]3)=[N:32][CH2:31]2)[CH2:44][CH2:45]1, predict the reactants needed to synthesize it. The reactants are: [CH3:1][S:2]([C:5]1[N:10]=[CH:9][C:8]([O:11][C:12]2[CH:13]=[C:14]3[C:18](=[C:19]([O:21][CH:22]4[CH2:27][CH2:26][O:25][CH2:24][CH2:23]4)[CH:20]=2)[NH:17][C:16]([C:28]2[S:29][CH:30]([CH2:33][C:34](O)=[O:35])[CH2:31][N:32]=2)=[CH:15]3)=[CH:7][CH:6]=1)(=[O:4])=[O:3].O.O[N:39]1[C:43]2[CH:44]=[CH:45][CH:45]=[CH:44][C:43]=2[N:39]=N1.Cl.C(N=C=NCCCN(C)C)C.C1(N)CC1. (2) Given the product [C:16]1([C:13]2[N:14]=[CH:15][C:10]([C:8]([NH:7][NH:6][CH2:5][C:4]([NH2:23])=[O:22])=[O:9])=[CH:11][N:12]=2)[CH:17]=[CH:18][CH:19]=[CH:20][CH:21]=1, predict the reactants needed to synthesize it. The reactants are: C(O[C:4](=[O:22])[CH2:5][NH:6][NH:7][C:8]([C:10]1[CH:11]=[N:12][C:13]([C:16]2[CH:21]=[CH:20][CH:19]=[CH:18][CH:17]=2)=[N:14][CH:15]=1)=[O:9])C.[NH3:23]. (3) Given the product [C:36]([O:37][CH2:2][C:1](=[O:5])[O:6][C:7]12[CH2:14][CH:13]3[CH2:12][CH:11]([CH2:10][C:20]([O:22][C:23](=[O:28])[C:24]([F:27])([F:26])[F:25])([CH2:15]3)[CH2:19]1)[CH2:16]2)(=[O:39])[C:31]([CH3:35])=[CH2:32], predict the reactants needed to synthesize it. The reactants are: [C:1]([O:6][C:7]12[CH2:16][CH:11]3[CH2:12][CH:13]([CH2:15]C(O)([CH2:10]3)C1)[CH2:14]2)(=[O:5])[C:2](C)=C.F[C:19](F)(F)[C:20]([O:22][C:23](=[O:28])[C:24]([F:27])([F:26])[F:25])=O.[CH2:31]1[CH2:35]OC[CH2:32]1.[C:36](=[O:39])(O)[O-:37].[Na+]. (4) Given the product [C:1]1([C:7]2[CH:8]=[C:9]3[C:14](=[CH:15][CH:16]=2)[CH:13]=[C:12]([OH:17])[CH:11]=[CH:10]3)[CH:2]=[CH:3][CH:4]=[CH:5][CH:6]=1, predict the reactants needed to synthesize it. The reactants are: [C:1]1([C:7]2[CH:16]=[CH:15][C:14]3[C:9](=[CH:10][CH:11]=[C:12]([O:17]CC)[CH:13]=3)[CH:8]=2)[CH:6]=[CH:5][CH:4]=[CH:3][CH:2]=1.Br.C(O)(=O)C. (5) Given the product [NH2:7][C:8]1[N:13]2[N:14]=[C:15]([C:17]3[O:18][CH:19]=[CH:20][CH:21]=3)[N:16]=[C:12]2[CH:11]=[C:10]([CH2:22][N:23]2[CH:28]=[CH:27][CH:26]=[CH:25][C:24]2=[O:29])[N:9]=1, predict the reactants needed to synthesize it. The reactants are: COC1C=C(C=CC=1OC)C[NH:7][C:8]1[N:13]2[N:14]=[C:15]([C:17]3[O:18][CH:19]=[CH:20][CH:21]=3)[N:16]=[C:12]2[CH:11]=[C:10]([CH2:22][N:23]2[CH:28]=[CH:27][CH:26]=[CH:25][C:24]2=[O:29])[N:9]=1.C1(OC)C=CC=CC=1.FC(F)(F)S(O)(=O)=O.[OH-].[Na+].